Dataset: Forward reaction prediction with 1.9M reactions from USPTO patents (1976-2016). Task: Predict the product of the given reaction. (1) Given the reactants [Cl:1][C:2]1[CH:19]=[CH:18][C:5]2[NH:6][C:7](=[O:17])[CH2:8][N:9]=[C:10]([C:11]3[CH:16]=[CH:15][CH:14]=[CH:13][CH:12]=3)[C:4]=2[CH:3]=1.[CH2:20]([O:22][C:23](=[O:26])[CH2:24]Br)[CH3:21], predict the reaction product. The product is: [CH2:20]([O:22][C:23](=[O:26])[CH2:24][N:6]1[C:5]2[CH:18]=[CH:19][C:2]([Cl:1])=[CH:3][C:4]=2[C:10]([C:11]2[CH:16]=[CH:15][CH:14]=[CH:13][CH:12]=2)=[N:9][CH2:8][C:7]1=[O:17])[CH3:21]. (2) Given the reactants [C:1]([C:3]1[N:4]([CH3:24])[C:5]([C:14]2[S:15][C:16]3[N:17]=[CH:18][N:19]=[C:20]([NH2:23])[C:21]=3[N:22]=2)=[C:6]([C:8]2[CH:13]=[CH:12][CH:11]=[CH:10][CH:9]=2)[N:7]=1)#[CH:2], predict the reaction product. The product is: [CH2:1]([C:3]1[N:4]([CH3:24])[C:5]([C:14]2[S:15][C:16]3[N:17]=[CH:18][N:19]=[C:20]([NH2:23])[C:21]=3[N:22]=2)=[C:6]([C:8]2[CH:9]=[CH:10][CH:11]=[CH:12][CH:13]=2)[N:7]=1)[CH3:2]. (3) The product is: [CH:1]([O:4][C:5]1[CH:12]=[CH:11][C:8]([CH:9]=[CH:14][C:15]([OH:17])=[O:16])=[CH:7][CH:6]=1)([CH3:3])[CH3:2]. Given the reactants [CH:1]([O:4][C:5]1[CH:12]=[CH:11][C:8]([CH:9]=O)=[CH:7][CH:6]=1)([CH3:3])[CH3:2].C(O)(=O)[CH2:14][C:15]([OH:17])=[O:16].N1C=CC=CC=1, predict the reaction product.